From a dataset of Forward reaction prediction with 1.9M reactions from USPTO patents (1976-2016). Predict the product of the given reaction. (1) Given the reactants [Cl:1][C:2]1[C:3]([C:12](=[O:14])[CH3:13])=[N:4][CH:5]=[C:6]([C:8]([F:11])([F:10])[F:9])[CH:7]=1.[Br-:15].[Br-].[Br-].C1([N+](C)(C)C)C=CC=CC=1.C1([N+](C)(C)C)C=CC=CC=1.C1([N+](C)(C)C)C=CC=CC=1, predict the reaction product. The product is: [Br:15][CH2:13][C:12]([C:3]1[C:2]([Cl:1])=[CH:7][C:6]([C:8]([F:11])([F:9])[F:10])=[CH:5][N:4]=1)=[O:14]. (2) Given the reactants [CH2:1]([O:8][CH2:9][CH2:10][C:11]1([C:15](OCC)=[O:16])[CH2:14][CH2:13][CH2:12]1)[C:2]1[CH:7]=[CH:6][CH:5]=[CH:4][CH:3]=1.[H-].[Al+3].[Li+].[H-].[H-].[H-], predict the reaction product. The product is: [CH2:1]([O:8][CH2:9][CH2:10][C:11]1([CH2:15][OH:16])[CH2:14][CH2:13][CH2:12]1)[C:2]1[CH:7]=[CH:6][CH:5]=[CH:4][CH:3]=1. (3) Given the reactants [Cl:1][C:2]1[CH:7]=[C:6]([C:8]#[C:9][C:10]2[N:11]=[C:12]([CH3:15])[NH:13][CH:14]=2)[CH:5]=[CH:4][N:3]=1.[CH2:16](Br)[C:17]1[CH:22]=[CH:21][CH:20]=[CH:19][CH:18]=1, predict the reaction product. The product is: [CH2:16]([N:13]1[CH:14]=[C:10]([C:9]#[C:8][C:6]2[CH:5]=[CH:4][N:3]=[C:2]([Cl:1])[CH:7]=2)[N:11]=[C:12]1[CH3:15])[C:17]1[CH:22]=[CH:21][CH:20]=[CH:19][CH:18]=1.